From a dataset of Peptide-MHC class I binding affinity with 185,985 pairs from IEDB/IMGT. Regression. Given a peptide amino acid sequence and an MHC pseudo amino acid sequence, predict their binding affinity value. This is MHC class I binding data. (1) The peptide sequence is MRNTIMASK. The binding affinity (normalized) is 0.0847. The MHC is HLA-B46:01 with pseudo-sequence HLA-B46:01. (2) The peptide sequence is TYTEIEPKL. The MHC is HLA-A29:02 with pseudo-sequence HLA-A29:02. The binding affinity (normalized) is 0.130. (3) The peptide sequence is ENAVWDQCK. The MHC is HLA-A31:01 with pseudo-sequence HLA-A31:01. The binding affinity (normalized) is 0. (4) The peptide sequence is KGPVIQMYTNV. The MHC is Mamu-A01 with pseudo-sequence Mamu-A01. The binding affinity (normalized) is 0.128.